This data is from Forward reaction prediction with 1.9M reactions from USPTO patents (1976-2016). The task is: Predict the product of the given reaction. (1) The product is: [CH:1]12[CH2:10][CH:5]3[CH2:6][CH:7]([CH2:9][CH:3]([CH2:4]3)[CH:2]1[NH:11][C:12]([C:14]1[CH:15]=[N:16][N:17]([C:20]([CH3:23])([CH3:22])[CH3:21])[C:18]=1[N:24]1[CH2:29][CH2:28][CH2:27][CH2:26][CH2:25]1)=[O:13])[CH2:8]2. Given the reactants [CH:1]12[CH2:10][CH:5]3[CH2:6][CH:7]([CH2:9][CH:3]([CH2:4]3)[CH:2]1[NH:11][C:12]([C:14]1[CH:15]=[N:16][N:17]([C:20]([CH3:23])([CH3:22])[CH3:21])[C:18]=1Cl)=[O:13])[CH2:8]2.[NH:24]1[CH2:29][CH2:28][CH2:27][CH2:26][CH2:25]1, predict the reaction product. (2) The product is: [C:6]([CH2:8][O:9][C:10]([N:12]1[C:21]2[C:16](=[CH:17][C:18]([C:22]([F:25])([F:24])[F:23])=[CH:19][CH:20]=2)[C@@H:15]([N:26]([CH2:39][C:40]2[CH:45]=[C:44]([C:46]([F:47])([F:48])[F:49])[CH:43]=[C:42]([C:50]#[N:51])[CH:41]=2)[C:27]2[N:32]=[CH:31][C:30]([N:33]3[CH2:38][CH2:37][O:36][CH2:35][CH2:34]3)=[CH:29][N:28]=2)[CH2:14][C@H:13]1[CH2:52][CH3:53])=[O:11])([OH:7])=[O:5]. Given the reactants C([O:5][C:6]([CH2:8][O:9][C:10]([N:12]1[C:21]2[C:16](=[CH:17][C:18]([C:22]([F:25])([F:24])[F:23])=[CH:19][CH:20]=2)[C@@H:15]([N:26]([CH2:39][C:40]2[CH:45]=[C:44]([C:46]([F:49])([F:48])[F:47])[CH:43]=[C:42]([C:50]#[N:51])[CH:41]=2)[C:27]2[N:32]=[CH:31][C:30]([N:33]3[CH2:38][CH2:37][O:36][CH2:35][CH2:34]3)=[CH:29][N:28]=2)[CH2:14][C@H:13]1[CH2:52][CH3:53])=[O:11])=[O:7])(C)(C)C.C(=O)([O-])O.[Na+].C(OCC)(=O)C, predict the reaction product. (3) Given the reactants [CH2:1]([N:8]1[C:13](=[O:14])[C:12]2[C:15]([CH3:18])=[N:16][O:17][C:11]=2[N:10]=[C:9]1[CH:19](Br)[CH:20]([CH3:22])[CH3:21])[C:2]1[CH:7]=[CH:6][CH:5]=[CH:4][CH:3]=1.[N-:24]=[N+:25]=[N-:26].[Na+].O, predict the reaction product. The product is: [N:24]([CH:19]([C:9]1[N:8]([CH2:1][C:2]2[CH:7]=[CH:6][CH:5]=[CH:4][CH:3]=2)[C:13](=[O:14])[C:12]2[C:15]([CH3:18])=[N:16][O:17][C:11]=2[N:10]=1)[CH:20]([CH3:22])[CH3:21])=[N+:25]=[N-:26]. (4) The product is: [O:14]1[CH2:19][CH2:18][O:17][C:16]2[CH:20]=[C:21]([C:24]3[NH:1][C:2]4[N:6]([N:5]=[C:4]([OH:7])[C:3]=4[C:8]4[CH:13]=[CH:12][CH:11]=[CH:10][N:9]=4)[C:26](=[O:27])[CH:25]=3)[CH:22]=[CH:23][C:15]1=2. Given the reactants [NH2:1][C:2]1[NH:6][N:5]=[C:4]([OH:7])[C:3]=1[C:8]1[CH:13]=[CH:12][CH:11]=[CH:10][N:9]=1.[O:14]1[CH2:19][CH2:18][O:17][C:16]2[CH:20]=[C:21]([C:24](=O)[CH2:25][C:26](OCC)=[O:27])[CH:22]=[CH:23][C:15]1=2, predict the reaction product. (5) The product is: [O:7]=[C:6]1[C:5]2[C:4](=[CH:11][CH:10]=[CH:9][CH:8]=2)[C:3](=[O:12])[N:2]1[O:1][CH2:20][C:21]([N:23]([CH3:25])[CH3:24])=[O:22]. Given the reactants [OH:1][N:2]1[C:6](=[O:7])[C:5]2=[CH:8][CH:9]=[CH:10][CH:11]=[C:4]2[C:3]1=[O:12].C(=O)([O-])[O-].[K+].[K+].Cl[CH2:20][C:21]([N:23]([CH3:25])[CH3:24])=[O:22], predict the reaction product. (6) Given the reactants [CH:1]12[CH2:7][CH:4]([CH:5]=[CH:6]1)[CH2:3][CH2:2]2.[CH2:8]([CH2:11][C:12]([O-:14])=[O:13])[CH:9]=[CH2:10].[CH2:15]([CH:19]1[CH2:24][CH:23]2[CH2:25][CH:20]1[CH:21]=[CH:22]2)[CH2:16][CH2:17][CH3:18].[CH3:26][O:27][C:28]([CH:30]1[CH2:35][CH:34]2[CH2:36][CH:31]1[CH:32]=[CH:33]2)=[O:29].C1(C)C=CC=CC=1, predict the reaction product. The product is: [CH:1]12[CH2:7][CH:4]([CH:3]=[CH:2]1)[CH2:5][CH2:6]2.[CH2:8]([CH2:11][C:12]([O-:14])=[O:13])[CH:9]=[CH2:10].[CH2:15]([CH:19]1[CH2:24][CH:23]2[CH2:25][CH:20]1[CH:21]=[CH:22]2)[CH2:16][CH2:17][CH3:18].[CH3:26][O:27][C:28]([CH:30]1[CH2:35][CH:34]2[CH2:36][CH:31]1[CH:32]=[CH:33]2)=[O:29].